This data is from Forward reaction prediction with 1.9M reactions from USPTO patents (1976-2016). The task is: Predict the product of the given reaction. Given the reactants [CH:1]([C:3]([CH3:5])=[O:4])=[CH2:2].[N+:6]([CH3:9])([O-:8])=[O:7].[F-].[K+], predict the reaction product. The product is: [N+:6]([CH2:9][CH2:2][CH2:1][C:3](=[O:4])[CH3:5])([O-:8])=[O:7].